From a dataset of Reaction yield outcomes from USPTO patents with 853,638 reactions. Predict the reaction yield, written as a fraction of the theoretical maximum amount of product (1.0 means a 100% yield; for example, 0.34 means a 34% yield). (1) The reactants are [CH3:1][C:2]1[CH:7]=[C:6]([CH3:8])[NH:5][C:4](=[O:9])[C:3]=1[CH2:10][NH:11][C:12]([C:14]1[CH:19]=[C:18]([C:20]2[CH2:21][C:22]([CH3:29])([CH3:28])[NH:23][C:24]([CH3:27])([CH3:26])[CH:25]=2)[N:17]=[C:16]2[N:30]([CH:33]3[CH2:38][CH2:37][N:36](C(OC(C)(C)C)=O)[CH2:35][CH2:34]3)[N:31]=[CH:32][C:15]=12)=[O:13]. The catalyst is C(Cl)Cl.C(O)(C(F)(F)F)=O. The product is [CH3:1][C:2]1[CH:7]=[C:6]([CH3:8])[NH:5][C:4](=[O:9])[C:3]=1[CH2:10][NH:11][C:12]([C:14]1[C:15]2[CH:32]=[N:31][N:30]([CH:33]3[CH2:38][CH2:37][NH:36][CH2:35][CH2:34]3)[C:16]=2[N:17]=[C:18]([C:20]2[CH2:21][C:22]([CH3:28])([CH3:29])[NH:23][C:24]([CH3:26])([CH3:27])[CH:25]=2)[CH:19]=1)=[O:13]. The yield is 0.957. (2) The reactants are [CH2:1]([C:5]1[N:6]([CH2:14][C:15]2[CH:20]=[CH:19][C:18]([C:21]3[C:22]([C:27]#[N:28])=[CH:23][CH:24]=[CH:25][CH:26]=3)=[CH:17][CH:16]=2)[C:7](=[O:13])[CH:8]=[C:9]([CH2:11][CH3:12])[N:10]=1)[CH2:2][CH2:3][CH3:4].[Br:29]Br. The catalyst is C(O)(=O)C.C(OCC)(=O)C. The product is [Br:29][C:8]1[C:7](=[O:13])[N:6]([CH2:14][C:15]2[CH:16]=[CH:17][C:18]([C:21]3[C:22]([C:27]#[N:28])=[CH:23][CH:24]=[CH:25][CH:26]=3)=[CH:19][CH:20]=2)[C:5]([CH2:1][CH2:2][CH2:3][CH3:4])=[N:10][C:9]=1[CH2:11][CH3:12]. The yield is 0.620. (3) The reactants are O=[C:2]1[CH2:5][N:4]([C:6]([O:8][C:9]([CH3:12])([CH3:11])[CH3:10])=[O:7])[CH2:3]1.Cl.[CH3:14][NH:15][CH:16]1[CH2:18][CH2:17]1.C(O[BH-](OC(=O)C)OC(=O)C)(=O)C.[Na+]. The catalyst is C(Cl)Cl.C(OCC)(=O)C. The product is [CH:16]1([N:15]([CH3:14])[CH:2]2[CH2:5][N:4]([C:6]([O:8][C:9]([CH3:12])([CH3:11])[CH3:10])=[O:7])[CH2:3]2)[CH2:18][CH2:17]1. The yield is 0.553. (4) The reactants are [Cl:1][C:2]1[CH:36]=[CH:35][C:5](/[CH:6]=[N:7]/[NH:8][C:9]([C:11]2[CH:16]=[C:15]([N:17]3[CH2:22][CH2:21][CH2:20][CH2:19][CH2:18]3)[CH:14]=[CH:13][C:12]=2[NH:23][C:24]([C:26]2[CH:27]=[C:28]([CH:32]=[CH:33][CH:34]=2)[C:29](O)=[O:30])=[O:25])=[O:10])=[CH:4][C:3]=1[C:37]([F:40])([F:39])[F:38].[NH2:41][CH2:42][CH2:43][O:44][CH2:45][CH2:46][OH:47]. No catalyst specified. The product is [Cl:1][C:2]1[CH:36]=[CH:35][C:5](/[CH:6]=[N:7]/[NH:8][C:9]([C:11]2[CH:16]=[C:15]([N:17]3[CH2:18][CH2:19][CH2:20][CH2:21][CH2:22]3)[CH:14]=[CH:13][C:12]=2[NH:23][C:24](=[O:25])[C:26]2[CH:34]=[CH:33][CH:32]=[C:28]([C:29]([NH:41][CH2:42][CH2:43][O:44][CH2:45][CH2:46][OH:47])=[O:30])[CH:27]=2)=[O:10])=[CH:4][C:3]=1[C:37]([F:38])([F:39])[F:40]. The yield is 0.760.